From a dataset of Catalyst prediction with 721,799 reactions and 888 catalyst types from USPTO. Predict which catalyst facilitates the given reaction. Reactant: [O:1]1[CH:5]=[CH:4][CH:3]=[C:2]1[C:6]1[CH:11]=[CH:10][C:9]([C:12]2[N:16]([C:17]3[CH:22]=[CH:21][C:20]([S:23]([CH3:26])(=[O:25])=[O:24])=[CH:19][CH:18]=3)[N:15]=[C:14]([C:27]([O:29]CC)=[O:28])[CH:13]=2)=[CH:8][CH:7]=1.C1COCC1.[Na].Cl. Product: [O:1]1[CH:5]=[CH:4][CH:3]=[C:2]1[C:6]1[CH:7]=[CH:8][C:9]([C:12]2[N:16]([C:17]3[CH:22]=[CH:21][C:20]([S:23]([CH3:26])(=[O:24])=[O:25])=[CH:19][CH:18]=3)[N:15]=[C:14]([C:27]([OH:29])=[O:28])[CH:13]=2)=[CH:10][CH:11]=1. The catalyst class is: 40.